From a dataset of Full USPTO retrosynthesis dataset with 1.9M reactions from patents (1976-2016). Predict the reactants needed to synthesize the given product. Given the product [CH:1]1([N:5]2[C:13]3[C:8](=[CH:9][CH:10]=[C:11]([O:14][C:34]4[N:39]=[CH:38][CH:37]=[CH:36][N:35]=4)[CH:12]=3)[C:7]([C:15]#[N:16])=[C:6]2[I:25])[CH2:2][CH2:3][CH2:4]1, predict the reactants needed to synthesize it. The reactants are: [CH:1]1([N:5]2[C:13]3[C:8](=[CH:9][CH:10]=[C:11]([OH:14])[CH:12]=3)[C:7]([C:15]#[N:16])=[CH:6]2)[CH2:4][CH2:3][CH2:2]1.[Li+].CC([N-]C(C)C)C.[I:25]I.C([O-])([O-])=O.[Cs+].[Cs+].Cl[C:34]1[N:39]=[CH:38][CH:37]=[CH:36][N:35]=1.